From a dataset of Full USPTO retrosynthesis dataset with 1.9M reactions from patents (1976-2016). Predict the reactants needed to synthesize the given product. (1) Given the product [I:1][C:2]1[CH:7]=[CH:6][C:5]([N:8]2[CH2:13][CH2:12][C:11]3[C:14]([C:28]([F:31])([F:30])[F:29])=[N:15][N:16]([C:17]4[CH:25]=[CH:24][C:23]([O:26][CH3:27])=[CH:22][C:18]=4[C:19]([Cl:35])=[O:20])[C:10]=3[C:9]2=[O:32])=[CH:4][CH:3]=1, predict the reactants needed to synthesize it. The reactants are: [I:1][C:2]1[CH:7]=[CH:6][C:5]([N:8]2[CH2:13][CH2:12][C:11]3[C:14]([C:28]([F:31])([F:30])[F:29])=[N:15][N:16]([C:17]4[CH:25]=[CH:24][C:23]([O:26][CH3:27])=[CH:22][C:18]=4[C:19](O)=[O:20])[C:10]=3[C:9]2=[O:32])=[CH:4][CH:3]=1.S(Cl)([Cl:35])=O. (2) The reactants are: [O:1]=[C:2]([C:6]1[S:7][CH:8]=[CH:9][CH:10]=1)[C:3](O)=[O:4].C(Cl)(=O)C([Cl:14])=O.CN(C=O)C. Given the product [O:1]=[C:2]([C:6]1[S:7][CH:8]=[CH:9][CH:10]=1)[C:3]([Cl:14])=[O:4], predict the reactants needed to synthesize it. (3) Given the product [Br:1][C:2]1[CH:9]=[C:8]([CH3:10])[C:5]([CH:6]=[O:23])=[C:4]([O:11][CH3:12])[CH:3]=1, predict the reactants needed to synthesize it. The reactants are: [Br:1][C:2]1[CH:9]=[C:8]([CH3:10])[C:5]([C:6]#N)=[C:4]([O:11][CH3:12])[CH:3]=1.[H-].C([Al+]CC(C)C)C(C)C.[O:23]1CCCC1. (4) Given the product [CH:30]1([C:28]([NH:27][C:22]2[CH:23]=[CH:24][C:25]([CH3:26])=[C:20]([NH:19][C:16]([C:11]3[CH:12]=[CH:13][C:14](=[O:15])[N:9]([C:3]4[C:4]([Cl:8])=[CH:5][CH:6]=[CH:7][C:2]=4[Cl:1])[CH:10]=3)=[O:18])[CH:21]=2)=[O:29])[CH2:31][CH2:32]1, predict the reactants needed to synthesize it. The reactants are: [Cl:1][C:2]1[CH:7]=[CH:6][CH:5]=[C:4]([Cl:8])[C:3]=1[N:9]1[C:14](=[O:15])[CH:13]=[CH:12][C:11]([C:16]([OH:18])=O)=[CH:10]1.[NH2:19][C:20]1[CH:21]=[C:22]([NH:27][C:28]([CH:30]2[CH2:32][CH2:31]2)=[O:29])[CH:23]=[CH:24][C:25]=1[CH3:26].CN(C(ON1N=NC2C=CC=NC1=2)=[N+](C)C)C.F[P-](F)(F)(F)(F)F.CCN(C(C)C)C(C)C. (5) The reactants are: C(N(CC)CC)C.[F:8][C:9]1[C:14]([F:15])=[CH:13][CH:12]=[CH:11][C:10]=1[C@H:16]1[CH2:22][N:21]2[C:23]([CH2:26][C:27]([F:30])([F:29])[F:28])=[CH:24][N:25]=[C:20]2[C@H:19]([NH2:31])[CH2:18][CH2:17]1.Cl[C:33](OC1C=CC([N+]([O-])=O)=CC=1)=[O:34].[N:45]1[C:49]2([CH2:54][CH2:53][NH:52][CH2:51][CH2:50]2)[C:48](=[O:55])[NH:47][CH:46]=1.C(=O)([O-])[O-].[Na+].[Na+]. Given the product [F:8][C:9]1[C:14]([F:15])=[CH:13][CH:12]=[CH:11][C:10]=1[C@H:16]1[CH2:22][N:21]2[C:23]([CH2:26][C:27]([F:30])([F:28])[F:29])=[CH:24][N:25]=[C:20]2[C@H:19]([NH:31][C:33]([N:52]2[CH2:51][CH2:50][C:49]3([N:45]=[CH:46][NH:47][C:48]3=[O:55])[CH2:54][CH2:53]2)=[O:34])[CH2:18][CH2:17]1, predict the reactants needed to synthesize it. (6) Given the product [Cl:1][C:2]1[CH:16]=[CH:15][CH:14]=[CH:13][C:3]=1[CH:4]([OH:5])[C:6]1[CH:7]=[CH:8][C:9]([Cl:12])=[CH:10][CH:11]=1, predict the reactants needed to synthesize it. The reactants are: [Cl:1][C:2]1[CH:16]=[CH:15][CH:14]=[CH:13][C:3]=1[C:4]([C:6]1[CH:11]=[CH:10][C:9]([Cl:12])=[CH:8][CH:7]=1)=[O:5].[BH4-].[Na+].